This data is from NCI-60 drug combinations with 297,098 pairs across 59 cell lines. The task is: Regression. Given two drug SMILES strings and cell line genomic features, predict the synergy score measuring deviation from expected non-interaction effect. (1) Drug 1: CC12CCC3C(C1CCC2=O)CC(=C)C4=CC(=O)C=CC34C. Drug 2: CC1C(C(CC(O1)OC2CC(CC3=C2C(=C4C(=C3O)C(=O)C5=C(C4=O)C(=CC=C5)OC)O)(C(=O)CO)O)N)O.Cl. Cell line: TK-10. Synergy scores: CSS=36.1, Synergy_ZIP=1.29, Synergy_Bliss=1.63, Synergy_Loewe=-1.01, Synergy_HSA=1.60. (2) Drug 1: C1=CC(=CC=C1C#N)C(C2=CC=C(C=C2)C#N)N3C=NC=N3. Drug 2: CC1=C(C(=CC=C1)Cl)NC(=O)C2=CN=C(S2)NC3=CC(=NC(=N3)C)N4CCN(CC4)CCO. Cell line: A498. Synergy scores: CSS=1.68, Synergy_ZIP=0.412, Synergy_Bliss=1.63, Synergy_Loewe=-3.14, Synergy_HSA=-1.48. (3) Synergy scores: CSS=-1.78, Synergy_ZIP=2.66, Synergy_Bliss=-0.343, Synergy_Loewe=-7.78, Synergy_HSA=-6.97. Drug 2: CC12CCC3C(C1CCC2OP(=O)(O)O)CCC4=C3C=CC(=C4)OC(=O)N(CCCl)CCCl.[Na+]. Cell line: OVCAR-4. Drug 1: CCN(CC)CCNC(=O)C1=C(NC(=C1C)C=C2C3=C(C=CC(=C3)F)NC2=O)C. (4) Drug 2: C(=O)(N)NO. Drug 1: CN(C)C1=NC(=NC(=N1)N(C)C)N(C)C. Synergy scores: CSS=4.84, Synergy_ZIP=1.52, Synergy_Bliss=3.39, Synergy_Loewe=2.29, Synergy_HSA=1.74. Cell line: SNB-75. (5) Drug 1: CC1OCC2C(O1)C(C(C(O2)OC3C4COC(=O)C4C(C5=CC6=C(C=C35)OCO6)C7=CC(=C(C(=C7)OC)O)OC)O)O. Drug 2: CCCCC(=O)OCC(=O)C1(CC(C2=C(C1)C(=C3C(=C2O)C(=O)C4=C(C3=O)C=CC=C4OC)O)OC5CC(C(C(O5)C)O)NC(=O)C(F)(F)F)O. Cell line: M14. Synergy scores: CSS=19.4, Synergy_ZIP=-6.12, Synergy_Bliss=-1.61, Synergy_Loewe=-1.78, Synergy_HSA=-2.18. (6) Drug 1: CCCS(=O)(=O)NC1=C(C(=C(C=C1)F)C(=O)C2=CNC3=C2C=C(C=N3)C4=CC=C(C=C4)Cl)F. Drug 2: C1CCC(C1)C(CC#N)N2C=C(C=N2)C3=C4C=CNC4=NC=N3. Cell line: HOP-92. Synergy scores: CSS=7.37, Synergy_ZIP=-1.17, Synergy_Bliss=3.47, Synergy_Loewe=2.14, Synergy_HSA=1.68. (7) Drug 1: C1CN1P(=S)(N2CC2)N3CC3. Drug 2: CC1CCC2CC(C(=CC=CC=CC(CC(C(=O)C(C(C(=CC(C(=O)CC(OC(=O)C3CCCCN3C(=O)C(=O)C1(O2)O)C(C)CC4CCC(C(C4)OC)OCCO)C)C)O)OC)C)C)C)OC. Cell line: U251. Synergy scores: CSS=1.65, Synergy_ZIP=0.321, Synergy_Bliss=-1.38, Synergy_Loewe=-7.51, Synergy_HSA=-7.20. (8) Drug 1: CC1=C2C(C(=O)C3(C(CC4C(C3C(C(C2(C)C)(CC1OC(=O)C(C(C5=CC=CC=C5)NC(=O)OC(C)(C)C)O)O)OC(=O)C6=CC=CC=C6)(CO4)OC(=O)C)OC)C)OC. Drug 2: CCC1(C2=C(COC1=O)C(=O)N3CC4=CC5=C(C=CC(=C5CN(C)C)O)N=C4C3=C2)O.Cl. Cell line: BT-549. Synergy scores: CSS=41.2, Synergy_ZIP=-1.85, Synergy_Bliss=-4.87, Synergy_Loewe=-11.8, Synergy_HSA=-1.87.